From a dataset of Reaction yield outcomes from USPTO patents with 853,638 reactions. Predict the reaction yield, written as a fraction of the theoretical maximum amount of product (1.0 means a 100% yield; for example, 0.34 means a 34% yield). (1) The reactants are [F:1][C:2]1[CH:10]=[CH:9][C:5]([C:6]([O-])=[O:7])=[C:4]([CH3:11])[CH:3]=1.[H-].[H-].[H-].[H-].[Li+].[Al+3].O.[OH-].[Na+]. The catalyst is C1COCC1. The product is [F:1][C:2]1[CH:10]=[CH:9][C:5]([CH2:6][OH:7])=[C:4]([CH3:11])[CH:3]=1. The yield is 0.900. (2) The reactants are [CH3:1][C:2]([CH3:9])([CH3:8])[C:3](=O)[CH2:4][C:5]#[N:6].Cl.Cl.[NH:12]([CH2:14][CH2:15][CH2:16][OH:17])[NH2:13].Cl. The catalyst is C(O)C. The product is [NH2:6][C:5]1[N:12]([CH2:14][CH2:15][CH2:16][OH:17])[N:13]=[C:3]([C:2]([CH3:9])([CH3:8])[CH3:1])[CH:4]=1. The yield is 0.850. (3) The reactants are [H-].C([Al+]CC(C)C)C(C)C.[Li+].[H-].[Cl:13][CH:14]=[C:15]1[CH:21]=[CH:20][C:19]2[CH:22]=[C:23]([C:26](OC)=[O:27])[CH:24]=[CH:25][C:18]=2[O:17][CH2:16]1. The catalyst is ClCCl. The product is [Cl:13][CH:14]=[C:15]1[CH:21]=[CH:20][C:19]2[CH:22]=[C:23]([CH2:26][OH:27])[CH:24]=[CH:25][C:18]=2[O:17][CH2:16]1. The yield is 1.00. (4) The reactants are [Cl:1][C:2]1[CH:6]=[N:5][N:4]([CH3:7])[C:3]=1[C:8]1[CH:9]=[C:10]([NH2:16])[CH:11]=[CH:12][C:13]=1[O:14][CH3:15].[Cl:17][C:18]1[CH:23]=[C:22]([Cl:24])[CH:21]=[CH:20][C:19]=1[N:25]=[C:26]=[O:27]. No catalyst specified. The product is [Cl:1][C:2]1[CH:6]=[N:5][N:4]([CH3:7])[C:3]=1[C:8]1[CH:9]=[C:10]([NH:16][C:26]([NH:25][C:19]2[CH:20]=[CH:21][C:22]([Cl:24])=[CH:23][C:18]=2[Cl:17])=[O:27])[CH:11]=[CH:12][C:13]=1[O:14][CH3:15]. The yield is 0.240.